From a dataset of NCI-60 drug combinations with 297,098 pairs across 59 cell lines. Regression. Given two drug SMILES strings and cell line genomic features, predict the synergy score measuring deviation from expected non-interaction effect. (1) Drug 1: CC1CCC2CC(C(=CC=CC=CC(CC(C(=O)C(C(C(=CC(C(=O)CC(OC(=O)C3CCCCN3C(=O)C(=O)C1(O2)O)C(C)CC4CCC(C(C4)OC)O)C)C)O)OC)C)C)C)OC. Drug 2: CS(=O)(=O)OCCCCOS(=O)(=O)C. Cell line: MDA-MB-231. Synergy scores: CSS=5.32, Synergy_ZIP=-2.73, Synergy_Bliss=2.33, Synergy_Loewe=-3.59, Synergy_HSA=2.04. (2) Drug 1: CC1C(C(CC(O1)OC2CC(CC3=C2C(=C4C(=C3O)C(=O)C5=C(C4=O)C(=CC=C5)OC)O)(C(=O)C)O)N)O.Cl. Drug 2: C1CCC(C(C1)N)N.C(=O)(C(=O)[O-])[O-].[Pt+4]. Cell line: HT29. Synergy scores: CSS=25.0, Synergy_ZIP=-11.8, Synergy_Bliss=-7.28, Synergy_Loewe=-9.01, Synergy_HSA=-5.01.